Task: Regression/Classification. Given a drug SMILES string, predict its absorption, distribution, metabolism, or excretion properties. Task type varies by dataset: regression for continuous measurements (e.g., permeability, clearance, half-life) or binary classification for categorical outcomes (e.g., BBB penetration, CYP inhibition). Dataset: cyp2d6_veith.. Dataset: CYP2D6 inhibition data for predicting drug metabolism from PubChem BioAssay (1) The molecule is CCOc1ccc2nc3cc(N=Nc4ccc(N)nc4N)ccc3c(N)c2c1. The result is 0 (non-inhibitor). (2) The drug is COc1ccc2[nH]cc(CCNc3nc(-c4ccccc4OC)nc4ccccc34)c2c1. The result is 1 (inhibitor). (3) The molecule is CS(=O)(=O)N1CCC2(CCCN(c3ccncc3)C2)CC1. The result is 0 (non-inhibitor). (4) The molecule is FC(F)(F)c1ccccc1-c1ccc2ncnc(NCc3cccnc3)c2c1. The result is 1 (inhibitor). (5) The drug is C[N+](C)(C)CCOC(=O)CBr. The result is 0 (non-inhibitor).